From a dataset of TCR-epitope binding with 47,182 pairs between 192 epitopes and 23,139 TCRs. Binary Classification. Given a T-cell receptor sequence (or CDR3 region) and an epitope sequence, predict whether binding occurs between them. The epitope is FSKQLQQSM. The TCR CDR3 sequence is CASSVGQGKTYEQYF. Result: 0 (the TCR does not bind to the epitope).